Dataset: Catalyst prediction with 721,799 reactions and 888 catalyst types from USPTO. Task: Predict which catalyst facilitates the given reaction. Reactant: [C:1]([C:3]1[CH:8]=[CH:7][C:6]([CH:9]([C:11]2[CH:16]=[CH:15][C:14]([F:17])=[CH:13][CH:12]=2)O)=[C:5]([CH2:18][OH:19])[CH:4]=1)#[N:2].C1(C)C=CC=CC=1.CO. Product: [C:1]([C:3]1[CH:4]=[C:5]2[C:6](=[CH:7][CH:8]=1)[CH:9]([C:11]1[CH:12]=[CH:13][C:14]([F:17])=[CH:15][CH:16]=1)[O:19][CH2:18]2)#[N:2]. The catalyst class is: 33.